From a dataset of Catalyst prediction with 721,799 reactions and 888 catalyst types from USPTO. Predict which catalyst facilitates the given reaction. (1) Reactant: [CH2:1]([CH:3]1[NH:7][C:6](=[O:8])[NH:5][C:4]1=[O:9])[CH3:2].C(=O)([O-])[O-].[K+].[K+].CS(O[CH:21]1[CH2:26][CH2:25][N:24]([C:27]([O:29][C:30]([CH3:33])([CH3:32])[CH3:31])=[O:28])[CH2:23][CH2:22]1)(=O)=O. Product: [CH2:1]([CH:3]1[C:4](=[O:9])[N:5]([CH:21]2[CH2:26][CH2:25][N:24]([C:27]([O:29][C:30]([CH3:33])([CH3:32])[CH3:31])=[O:28])[CH2:23][CH2:22]2)[C:6](=[O:8])[NH:7]1)[CH3:2]. The catalyst class is: 3. (2) Reactant: [CH2:1]1[C:3]2([CH2:8][N:7]([C:9]3[CH:10]=[C:11]([CH2:19][C:20]([NH2:22])=[O:21])[C:12]4[C:17]([CH:18]=3)=[CH:16][CH:15]=[CH:14][CH:13]=4)[CH2:6][CH2:5][NH:4]2)[CH2:2]1.C[O:24][C:25](=O)[C:26]([C:28]1[C:36]2[C:31](=[CH:32][CH:33]=[CH:34][CH:35]=2)[N:30]([CH3:37])[CH:29]=1)=O.CC([O-])(C)C.[K+]. Product: [CH2:2]1[C:3]2([CH2:8][N:7]([C:9]3[CH:10]=[C:11]([C:19]4[C:20](=[O:21])[NH:22][C:25](=[O:24])[C:26]=4[C:28]4[C:36]5[C:31](=[CH:32][CH:33]=[CH:34][CH:35]=5)[N:30]([CH3:37])[CH:29]=4)[C:12]4[C:17]([CH:18]=3)=[CH:16][CH:15]=[CH:14][CH:13]=4)[CH2:6][CH2:5][NH:4]2)[CH2:1]1. The catalyst class is: 1. (3) Reactant: [H-].[Na+].[C:3]1([CH2:11][OH:12])[CH:8]=[CH:7][C:6]([CH2:9][OH:10])=[CH:5][CH:4]=1.I[CH2:14][CH2:15][CH2:16][CH2:17][CH2:18][CH2:19][CH2:20][CH3:21]. The catalyst class is: 1. Product: [CH2:14]([O:10][CH2:9][C:6]1[CH:7]=[CH:8][C:3]([CH2:11][OH:12])=[CH:4][CH:5]=1)[CH2:15][CH2:16][CH2:17][CH2:18][CH2:19][CH2:20][CH3:21]. (4) Reactant: [CH3:1][S:2]([CH2:5][CH2:6][O:7][C:8]1[CH:13]=[CH:12][C:11]([NH:14][C:15]([C@@H:17]2[NH:21][C@@H:20]([CH2:22][C:23]([CH3:26])([CH3:25])[CH3:24])[C@:19]3([C:34]4[C:29](=[CH:30][C:31]([Cl:35])=[CH:32][CH:33]=4)[NH:28][C:27]3=[O:36])[C@H:18]2[C:37]2[CH:42]=[CH:41][CH:40]=[C:39]([Cl:43])[C:38]=2[F:44])=[O:16])=[C:10]([O:45][CH3:46])[CH:9]=1)(=O)=[O:3].CO. The catalyst class is: 25. Product: [CH3:1][S:2]([CH2:5][CH2:6][O:7][C:8]1[CH:13]=[CH:12][C:11]([NH:14][C:15]([C@@H:17]2[NH:21][C@@H:20]([CH2:22][C:23]([CH3:26])([CH3:25])[CH3:24])[C@:19]3([C:34]4[C:29](=[CH:30][C:31]([Cl:35])=[CH:32][CH:33]=4)[NH:28][C:27]3=[O:36])[C@H:18]2[C:37]2[CH:42]=[CH:41][CH:40]=[C:39]([Cl:43])[C:38]=2[F:44])=[O:16])=[C:10]([O:45][CH3:46])[CH:9]=1)=[O:3].